Dataset: Forward reaction prediction with 1.9M reactions from USPTO patents (1976-2016). Task: Predict the product of the given reaction. (1) The product is: [Br:19][C:16]1[CH:15]=[C:12]([CH2:13][N:1]2[CH2:5][CH2:4][CH2:3][CH2:2]2)[C:11]([NH2:10])=[N:18][CH:17]=1. Given the reactants [NH:1]1[CH2:5][CH2:4][CH2:3][CH2:2]1.C(O)(=O)C.[NH2:10][C:11]1[N:18]=[CH:17][C:16]([Br:19])=[CH:15][C:12]=1[CH:13]=O.C([BH3-])#N.[Na+], predict the reaction product. (2) Given the reactants [CH3:1][O:2][C:3]([C:5]1[CH:13]=[C:12]2[C:8]([CH:9]=[CH:10][NH:11]2)=[CH:7][CH:6]=1)=[O:4].[C:14](O[C:14]([O:16][C:17]([CH3:20])([CH3:19])[CH3:18])=[O:15])([O:16][C:17]([CH3:20])([CH3:19])[CH3:18])=[O:15], predict the reaction product. The product is: [CH3:1][O:2][C:3]([C:5]1[CH:13]=[C:12]2[C:8]([CH:9]=[CH:10][N:11]2[C:14]([O:16][C:17]([CH3:20])([CH3:19])[CH3:18])=[O:15])=[CH:7][CH:6]=1)=[O:4]. (3) Given the reactants [CH3:1][O:2][C:3](=[O:11])[C:4]1[CH:9]=[CH:8][CH:7]=[N:6][C:5]=1F.Cl.[F:13][C:14]1([F:19])[CH2:17][CH:16]([NH2:18])[CH2:15]1.C(N(CC)CC)C.CN(C=O)C, predict the reaction product. The product is: [F:13][C:14]1([F:19])[CH2:17][CH:16]([NH:18][C:5]2[N:6]=[CH:7][CH:8]=[CH:9][C:4]=2[C:3]([O:2][CH3:1])=[O:11])[CH2:15]1. (4) The product is: [CH3:36][N:37]([CH2:9][C:8]1[C:4]([CH:1]([CH3:3])[CH3:2])=[N:5][N:6]([C:11]2[C:16]([CH3:17])=[CH:15][N:14]=[C:13]([NH:18][C:19]3[C:20]([O:34][CH3:35])=[CH:21][C:22]([N:28]4[CH2:29][CH2:30][O:31][CH2:32][CH2:33]4)=[C:23]([NH:25][C:20](=[O:34])[CH:19]=[CH2:24])[CH:24]=3)[N:12]=2)[CH:7]=1)[CH3:38]. Given the reactants [CH:1]([C:4]1[C:8]([CH:9]=O)=[CH:7][N:6]([C:11]2[C:16]([CH3:17])=[CH:15][N:14]=[C:13]([NH:18][C:19]3[CH:24]=[C:23]([N+:25]([O-])=O)[C:22]([N:28]4[CH2:33][CH2:32][O:31][CH2:30][CH2:29]4)=[CH:21][C:20]=3[O:34][CH3:35])[N:12]=2)[N:5]=1)([CH3:3])[CH3:2].[CH3:36][NH:37][CH3:38], predict the reaction product. (5) Given the reactants [NH2:1][C:2]1[CH:15]=[CH:14][CH:13]=[CH:12][C:3]=1[C:4]([C:6]1[CH:11]=[CH:10][CH:9]=[CH:8][CH:7]=1)=[O:5].[O:16]1[C:21]2C=CC=C[C:20]=2C=CN1.C1([Mg]Br)C=CC=CC=1, predict the reaction product. The product is: [C:21]([NH:1][C:2]1[CH:15]=[CH:14][CH:13]=[CH:12][C:3]=1[C:4]([C:6]1[CH:11]=[CH:10][CH:9]=[CH:8][CH:7]=1)=[O:5])(=[O:16])[CH3:20]. (6) Given the reactants [CH3:1][O:2][C:3]1[CH:8]=[CH:7][C:6]([C:9]2[CH:14]=[CH:13][N:12]=[C:11]([NH2:15])[C:10]=2[NH2:16])=[CH:5][CH:4]=1.[C:17](O)(=O)[C:18]1[CH:23]=[CH:22][CH:21]=[CH:20][CH:19]=1, predict the reaction product. The product is: [CH3:1][O:2][C:3]1[CH:8]=[CH:7][C:6]([C:9]2[CH:14]=[CH:13][N:12]=[C:11]3[NH:15][C:17]([C:18]4[CH:23]=[CH:22][CH:21]=[CH:20][CH:19]=4)=[N:16][C:10]=23)=[CH:5][CH:4]=1. (7) Given the reactants [C:1]([N:4]([CH3:36])[C:5]1[CH:10]=[CH:9][C:8]([C:11]2[CH:16]=[CH:15][C:14]([O:17][CH3:18])=[C:13]([CH2:19][NH:20][CH:21]3[CH2:26][CH2:25][CH:24]([N:27]([CH3:35])[C:28](=[O:34])[O:29][C:30]([CH3:33])([CH3:32])[CH3:31])[CH2:23][CH2:22]3)[CH:12]=2)=[CH:7][CH:6]=1)(=[O:3])[CH3:2].[Cl:37][C:38]1[C:39]2[C:49]([F:50])=[CH:48][CH:47]=[C:46]([F:51])[C:40]=2[S:41][C:42]=1[C:43](Cl)=[O:44], predict the reaction product. The product is: [C:1]([N:4]([CH3:36])[C:5]1[CH:10]=[CH:9][C:8]([C:11]2[CH:16]=[CH:15][C:14]([O:17][CH3:18])=[C:13]([CH2:19][N:20]([C:43]([C:42]3[S:41][C:40]4[C:46]([F:51])=[CH:47][CH:48]=[C:49]([F:50])[C:39]=4[C:38]=3[Cl:37])=[O:44])[CH:21]3[CH2:26][CH2:25][CH:24]([N:27]([CH3:35])[C:28](=[O:34])[O:29][C:30]([CH3:32])([CH3:31])[CH3:33])[CH2:23][CH2:22]3)[CH:12]=2)=[CH:7][CH:6]=1)(=[O:3])[CH3:2].